This data is from TCR-epitope binding with 47,182 pairs between 192 epitopes and 23,139 TCRs. The task is: Binary Classification. Given a T-cell receptor sequence (or CDR3 region) and an epitope sequence, predict whether binding occurs between them. The epitope is VLWAHGFEL. The TCR CDR3 sequence is CASSQDGFQANVLTF. Result: 1 (the TCR binds to the epitope).